Dataset: Full USPTO retrosynthesis dataset with 1.9M reactions from patents (1976-2016). Task: Predict the reactants needed to synthesize the given product. Given the product [CH3:37][C:32]1[C:31]([NH:28][C:29]([NH:1][C:2]2[CH:7]=[CH:6][C:5]([C:8](=[O:26])[CH2:9][N:10]3[C:14](=[O:15])[C:13]([C:19]4[CH:20]=[CH:21][CH:22]=[CH:23][CH:24]=4)([CH2:16][CH2:17][CH3:18])[NH:12][C:11]3=[O:25])=[C:4]([F:27])[CH:3]=2)=[O:30])=[C:35]([CH3:36])[O:34][N:33]=1, predict the reactants needed to synthesize it. The reactants are: [NH2:1][C:2]1[CH:7]=[CH:6][C:5]([C:8](=[O:26])[CH2:9][N:10]2[C:14](=[O:15])[C:13]([C:19]3[CH:24]=[CH:23][CH:22]=[CH:21][CH:20]=3)([CH2:16][CH2:17][CH3:18])[NH:12][C:11]2=[O:25])=[C:4]([F:27])[CH:3]=1.[N:28]([C:31]1[C:32]([CH3:37])=[N:33][O:34][C:35]=1[CH3:36])=[C:29]=[O:30].